Task: Binary Classification. Given a drug SMILES string, predict its activity (active/inactive) in a high-throughput screening assay against a specified biological target.. Dataset: Tyrosyl-DNA phosphodiesterase HTS with 341,365 compounds (1) The compound is O(c1c(NC(=O)Nc2c(nc(c(NC(=O)Nc3c(OC)ccc(OC)c3)c2)C)C)cc(OC)cc1)C. The result is 0 (inactive). (2) The drug is Clc1ccc(n2nc3c(c2C)c(nnc3SCC(=O)NCc2ccc(OCC)cc2)C)cc1. The result is 0 (inactive). (3) The compound is o1nc2c3c(c(NCc4occc4)cc2)C(=O)c2c(c13)cccc2. The result is 1 (active). (4) The compound is O=C(NC1CCCC1)C(N(CCOC)C(=O)CCC(=O)Nc1noc(c1)C)c1ccc(cc1)C. The result is 0 (inactive). (5) The drug is s1c=2n(nc1c1occc1)C(=N)/C(=C\c1n(c3ccc(OC)cc3)ccc1)C(=O)N2. The result is 1 (active). (6) The compound is Brc1c(S(=O)(=O)N(Cc2c(OC)ccc(OC)c2)CCC(OC)=O)cccc1. The result is 0 (inactive). (7) The molecule is O=C(Nc1c2c3c(CCc3ccc2)cc1)c1c(OC)cccc1. The result is 0 (inactive). (8) The compound is OC(Cn1c2c(c(c1C)C)cc(cc2)C)Cn1nc(cc1C)C. The result is 0 (inactive). (9) The molecule is Fc1cc(OCc2ccccc2)c(C=2CC3N(C(CC3)C2C(OC)=O)C(=O)NCc2cc(OC)ccc2)cc1. The result is 0 (inactive).